This data is from Reaction yield outcomes from USPTO patents with 853,638 reactions. The task is: Predict the reaction yield, written as a fraction of the theoretical maximum amount of product (1.0 means a 100% yield; for example, 0.34 means a 34% yield). (1) The reactants are [CH3:1][N:2]1[CH2:7][CH2:6][NH:5][CH2:4][CH2:3]1.[CH2:8]([NH:12][C:13]1[N:18]=[C:17]([NH:19][C@H:20]2[CH2:25][CH2:24][C@H:23]([OH:26])[CH2:22][CH2:21]2)[C:16]([C:27]2[O:31][C:30]([CH:32]=O)=[CH:29][CH:28]=2)=[CH:15][N:14]=1)[CH2:9][CH2:10][CH3:11].C(O)(=O)C.C(O[BH-](OC(=O)C)OC(=O)C)(=O)C.[Na+]. The catalyst is C(Cl)Cl. The product is [CH2:8]([NH:12][C:13]1[N:18]=[C:17]([NH:19][C@H:20]2[CH2:21][CH2:22][C@H:23]([OH:26])[CH2:24][CH2:25]2)[C:16]([C:27]2[O:31][C:30]([CH2:32][N:5]3[CH2:6][CH2:7][N:2]([CH3:1])[CH2:3][CH2:4]3)=[CH:29][CH:28]=2)=[CH:15][N:14]=1)[CH2:9][CH2:10][CH3:11]. The yield is 0.820. (2) The reactants are [Cl:1][C:2]1[C:3]([C:15](=[O:20])[NH:16][CH:17]2[CH2:19][CH2:18]2)=[CH:4][C:5]2[N:9]=[C:8]([C:10]([O:12]C)=[O:11])[NH:7][C:6]=2[CH:14]=1.O.[OH-].[Li+]. The catalyst is O1CCCC1.O. The product is [Cl:1][C:2]1[C:3]([C:15](=[O:20])[NH:16][CH:17]2[CH2:18][CH2:19]2)=[CH:4][C:5]2[N:9]=[C:8]([C:10]([OH:12])=[O:11])[NH:7][C:6]=2[CH:14]=1. The yield is 0.810. (3) The reactants are C(OC([N:8]1[CH2:13][CH2:12][CH:11]([C:14]2[CH:19]=[CH:18][CH:17]=[C:16]([C:20](=[O:33])[N:21]([CH3:32])[CH:22]3[C:31]4[C:26](=[CH:27][CH:28]=[CH:29][CH:30]=4)[CH2:25][CH2:24][CH2:23]3)[N:15]=2)[CH2:10][CH2:9]1)=O)(C)(C)C.[ClH:34].O1CCOCC1. No catalyst specified. The product is [ClH:34].[CH3:32][N:21]([CH:22]1[C:31]2[C:26](=[CH:27][CH:28]=[CH:29][CH:30]=2)[CH2:25][CH2:24][CH2:23]1)[C:20]([C:16]1[N:15]=[C:14]([CH:11]2[CH2:10][CH2:9][NH:8][CH2:13][CH2:12]2)[CH:19]=[CH:18][CH:17]=1)=[O:33]. The yield is 0.930. (4) The reactants are Br[C:2]1[C:10]2[N:9]=[C:8]3[N:11]([C:15]4[CH:20]=[CH:19][C:18]([O:21][CH3:22])=[CH:17][C:16]=4[CH3:23])[CH2:12][CH2:13][CH2:14][N:7]3[C:6]=2[C:5]([CH:24]([OH:29])[C:25]([F:28])([F:27])[F:26])=[CH:4][CH:3]=1.[CH3:30][O-:31].[Na+]. The catalyst is CN(C)C=O.[Cu]I. The product is [F:28][C:25]([F:26])([F:27])[CH:24]([C:5]1[C:6]2[N:7]3[CH2:14][CH2:13][CH2:12][N:11]([C:15]4[CH:20]=[CH:19][C:18]([O:21][CH3:22])=[CH:17][C:16]=4[CH3:23])[C:8]3=[N:9][C:10]=2[C:2]([O:31][CH3:30])=[CH:3][CH:4]=1)[OH:29]. The yield is 0.540. (5) The reactants are [Cl-].[CH2:2]([Al+:6][CH2:7][CH:8]([CH3:10])[CH3:9])[CH:3]([CH3:5])[CH3:4].[CH3:11][N:12]([CH3:24])[C:13]1[CH:14]=[CH:15][CH:16]=[C:17]2[C:22]=1[C:21]([Li])=[CH:20][CH:19]=[CH:18]2. The catalyst is C(OCC)C. The product is [CH3:11][N:12]([CH3:24])[C:13]1[CH:14]=[CH:15][CH:16]=[C:17]2[C:22]=1[C:21]([Al:6]([CH2:7][CH:8]([CH3:10])[CH3:9])[CH2:2][CH:3]([CH3:5])[CH3:4])=[CH:20][CH:19]=[CH:18]2. The yield is 0.710. (6) The reactants are [C:1]([C:3]1[C:4]([O:19][CH2:20][C:21]2[CH:29]=[CH:28][C:24]([C:25]([OH:27])=O)=[CH:23][CH:22]=2)=[N:5][C:6]([C:14]2[S:15][CH:16]=[CH:17][CH:18]=2)=[CH:7][C:8]=1[C:9]1[CH:13]=[CH:12][O:11][CH:10]=1)#[N:2].C(N(CC)CC)C.ClC(OCC(C)C)=O.[NH2:45][C:46]1[NH:50][N:49]=[N:48][N:47]=1. The catalyst is C1COCC1.CN(C=O)C.O. The product is [C:1]([C:3]1[C:4]([O:19][CH2:20][C:21]2[CH:22]=[CH:23][C:24]([C:25]([NH:45][C:46]3[N:47]=[N:48][NH:49][N:50]=3)=[O:27])=[CH:28][CH:29]=2)=[N:5][C:6]([C:14]2[S:15][CH:16]=[CH:17][CH:18]=2)=[CH:7][C:8]=1[C:9]1[CH:13]=[CH:12][O:11][CH:10]=1)#[N:2]. The yield is 0.520. (7) The reactants are [Cl:1][CH:2]([O:6][C:7]([NH:9][CH2:10][C:11]1([CH2:17][C:18]([OH:20])=[O:19])[CH2:16][CH2:15][CH2:14][CH2:13][CH2:12]1)=[O:8])[CH:3]([CH3:5])[CH3:4].C1(N=C=NC2CCCCC2)CCCCC1.[CH2:36](O)[C:37]1[CH:42]=[CH:41][CH:40]=[CH:39][CH:38]=1. The catalyst is ClCCl.CN(C)C1C=CN=CC=1. The product is [Cl:1][CH:2]([O:6][C:7]([NH:9][CH2:10][C:11]1([CH2:17][C:18]([O:20][CH2:36][C:37]2[CH:42]=[CH:41][CH:40]=[CH:39][CH:38]=2)=[O:19])[CH2:12][CH2:13][CH2:14][CH2:15][CH2:16]1)=[O:8])[CH:3]([CH3:4])[CH3:5]. The yield is 0.620. (8) The reactants are C(N(C(C)C)C(C)C)C.Cl[C:11]1[C:12]2[C:19]([CH3:20])=[CH:18][NH:17][C:13]=2[N:14]=[CH:15][N:16]=1.[NH:21]1[C:25]2[CH:26]=[CH:27][CH:28]=[CH:29][C:24]=2[N:23]=[C:22]1[C:30]1([CH2:36][N:37]=C(C2C=CC=CC=2)C2C=CC=CC=2)[CH2:35][CH2:34][NH:33][CH2:32][CH2:31]1.Cl.C(O)(C)C. The catalyst is C(O)CCC.O. The product is [NH:21]1[C:25]2[CH:26]=[CH:27][CH:28]=[CH:29][C:24]=2[N:23]=[C:22]1[C:30]1([CH2:36][NH2:37])[CH2:31][CH2:32][N:33]([C:11]2[C:12]3[C:19]([CH3:20])=[CH:18][NH:17][C:13]=3[N:14]=[CH:15][N:16]=2)[CH2:34][CH2:35]1. The yield is 0.288.